Dataset: Catalyst prediction with 721,799 reactions and 888 catalyst types from USPTO. Task: Predict which catalyst facilitates the given reaction. Reactant: CO.O.C(=O)([O-])[O-].[K+].[K+].[Cl:10][C:11]1[CH:12]=[C:13]2[C:19]3([CH2:23][CH2:22][N:21]([CH2:24][C:25]([O:27][C:28]([CH3:31])([CH3:30])[CH3:29])=[O:26])[CH2:20]3)[CH2:18][N:17](C(=O)C(F)(F)F)[C:14]2=[CH:15][CH:16]=1. Product: [Cl:10][C:11]1[CH:12]=[C:13]2[C:19]3([CH2:23][CH2:22][N:21]([CH2:24][C:25]([O:27][C:28]([CH3:31])([CH3:30])[CH3:29])=[O:26])[CH2:20]3)[CH2:18][NH:17][C:14]2=[CH:15][CH:16]=1. The catalyst class is: 13.